The task is: Regression. Given a peptide amino acid sequence and an MHC pseudo amino acid sequence, predict their binding affinity value. This is MHC class I binding data.. This data is from Peptide-MHC class I binding affinity with 185,985 pairs from IEDB/IMGT. (1) The peptide sequence is MSSEGAWKHA. The MHC is HLA-B58:01 with pseudo-sequence HLA-B58:01. The binding affinity (normalized) is 0.488. (2) The peptide sequence is DVSEWDAVY. The MHC is HLA-A26:02 with pseudo-sequence HLA-A26:02. The binding affinity (normalized) is 1.00. (3) The peptide sequence is GGSVNIWAII. The MHC is H-2-Db with pseudo-sequence H-2-Db. The binding affinity (normalized) is 0. (4) The peptide sequence is FSLGAAVK. The MHC is H-2-Db with pseudo-sequence H-2-Db. The binding affinity (normalized) is 0. (5) The peptide sequence is YIDWMVSVP. The MHC is HLA-A68:02 with pseudo-sequence HLA-A68:02. The binding affinity (normalized) is 0.0847. (6) The peptide sequence is FLAHYIGTSL. The MHC is HLA-A02:01 with pseudo-sequence HLA-A02:01. The binding affinity (normalized) is 0.855. (7) The peptide sequence is LIFLVRCQL. The MHC is H-2-Kb with pseudo-sequence H-2-Kb. The binding affinity (normalized) is 0.425.